Task: Predict the reactants needed to synthesize the given product.. Dataset: Retrosynthesis with 50K atom-mapped reactions and 10 reaction types from USPTO (1) Given the product COC(=O)c1c(CNc2nccc3ccccc23)c(=O)c2ccc(Cl)cc2n1-c1ccccc1, predict the reactants needed to synthesize it. The reactants are: COC(=O)c1c(CBr)c(=O)c2ccc(Cl)cc2n1-c1ccccc1.Nc1nccc2ccccc12. (2) Given the product CC(=O)Nc1cc(Br)ccc1C(=O)N1CCC(N(C)C)CC1, predict the reactants needed to synthesize it. The reactants are: CC(=O)Cl.CN(C)C1CCN(C(=O)c2ccc(Br)cc2N)CC1. (3) Given the product CC(C)(C)OC(=O)N(CC(F)(F)F)c1cc(-c2nc(C(=O)O)co2)ccn1, predict the reactants needed to synthesize it. The reactants are: CCOC(=O)c1coc(-c2ccnc(N(CC(F)(F)F)C(=O)OC(C)(C)C)c2)n1. (4) Given the product O=C(C[C@H]1CCCO1)N[C@H]1CC[C@H](CCN2CCC(c3cccc4c3OCO4)CC2)CC1, predict the reactants needed to synthesize it. The reactants are: N[C@H]1CC[C@H](CCN2CCC(c3cccc4c3OCO4)CC2)CC1.O=C(O)C[C@H]1CCCO1. (5) Given the product CCCN(C)c1cnc(CN(CCO)Cc2ccccc2)c(Cl)n1, predict the reactants needed to synthesize it. The reactants are: CCCN(C)c1cnc(C=O)c(Cl)n1.OCCNCc1ccccc1. (6) Given the product Cc1cccc(-c2nc(CCOc3ccc(C=CC=C4OC(=O)NC4=O)cc3)c(C)o2)c1, predict the reactants needed to synthesize it. The reactants are: Cc1cccc(-c2nc(CCOc3ccc(/C=C/C=O)cc3)c(C)o2)c1.O=C1COC(=O)N1. (7) Given the product CC(C)(C)CS(=O)(=O)c1ccc(CNc2c(Cl)ccc3c2CCNCC3)cn1, predict the reactants needed to synthesize it. The reactants are: CC(C)(C)CS(=O)(=O)c1ccc(CNc2c(Cl)ccc3c2CCN(C(=O)C(F)(F)F)CC3)cn1. (8) Given the product CCc1cc2c(N3CCC(N)CC3)ncnc2s1, predict the reactants needed to synthesize it. The reactants are: CCc1cc2c(N3CCC(NC(=O)OC(C)(C)C)CC3)ncnc2s1.